From a dataset of Catalyst prediction with 721,799 reactions and 888 catalyst types from USPTO. Predict which catalyst facilitates the given reaction. Reactant: [Cl:1][C:2]1[CH:35]=[CH:34][CH:33]=[C:32]([C:36]([F:39])([F:38])[F:37])[C:3]=1[C:4]([N:6]1[C:14]2[C:9](=[CH:10][CH:11]=[C:12]([C:15]3[O:19][N:18]=[C:17]([CH3:20])[N:16]=3)[CH:13]=2)[C:8]([C:21]2[CH:30]=[CH:29][C:24]([C:25]([O:27]C)=[O:26])=[CH:23][C:22]=2[F:31])=[N:7]1)=[O:5].[Li+].[OH-].Cl. The catalyst class is: 20. Product: [Cl:1][C:2]1[CH:35]=[CH:34][CH:33]=[C:32]([C:36]([F:39])([F:38])[F:37])[C:3]=1[C:4]([N:6]1[C:14]2[C:9](=[CH:10][CH:11]=[C:12]([C:15]3[O:19][N:18]=[C:17]([CH3:20])[N:16]=3)[CH:13]=2)[C:8]([C:21]2[CH:30]=[CH:29][C:24]([C:25]([OH:27])=[O:26])=[CH:23][C:22]=2[F:31])=[N:7]1)=[O:5].